Predict the reaction yield, written as a fraction of the theoretical maximum amount of product (1.0 means a 100% yield; for example, 0.34 means a 34% yield). From a dataset of Reaction yield outcomes from USPTO patents with 853,638 reactions. (1) The reactants are [CH:1](=O)[C:2]1[CH:7]=[CH:6][C:5]([O:8][CH3:9])=[CH:4][CH:3]=1.C(O)(C)C.[N+:15]([C:18]1[CH:24]=[CH:23][C:21]([NH2:22])=[CH:20][CH:19]=1)([O-:17])=[O:16]. No catalyst specified. The product is [CH3:9][O:8][C:5]1[CH:6]=[CH:7][C:2]([CH:1]=[N:22][C:21]2[CH:23]=[CH:24][C:18]([N+:15]([O-:17])=[O:16])=[CH:19][CH:20]=2)=[CH:3][CH:4]=1. The yield is 0.660. (2) The reactants are [Li+].CC([N-]C(C)C)C.[Cl:9][C:10]1[CH:15]=[CH:14][N:13]=[CH:12][CH:11]=1.[Cl:16][C:17]1[CH:18]=[C:19]([CH:22]=[CH:23][CH:24]=1)[CH:20]=[O:21].[NH4+].[Cl-]. The catalyst is C1COCC1. The product is [Cl:16][C:17]1[CH:18]=[C:19]([CH:20]([C:11]2[CH:12]=[N:13][CH:14]=[CH:15][C:10]=2[Cl:9])[OH:21])[CH:22]=[CH:23][CH:24]=1. The yield is 0.770. (3) The reactants are [CH2:1]([C:3]1([CH2:16][CH3:17])[C:11]2[C:6](=[CH:7][CH:8]=[C:9]([N+:12]([O-:14])=[O:13])[CH:10]=2)[NH:5][C:4]1=[O:15])[CH3:2].[H-].[Na+].I[CH:21]([CH3:23])[CH3:22]. The catalyst is CN(C)C=O. The product is [CH2:16]([C:3]1([CH2:1][CH3:2])[C:11]2[C:6](=[CH:7][CH:8]=[C:9]([N+:12]([O-:14])=[O:13])[CH:10]=2)[N:5]([CH:21]([CH3:23])[CH3:22])[C:4]1=[O:15])[CH3:17]. The yield is 0.910. (4) The yield is 0.0800. The product is [NH3:8].[N:16]1[N:17]=[C:18]([C:21]2[CH:29]=[CH:28][CH:27]=[CH:26][C:22]=2[C:23]([N:12]2[CH2:13][CH:14]3[CH2:15][N:8]([C:6]([O:5][C:1]([CH3:4])([CH3:2])[CH3:3])=[O:7])[CH2:9][CH:10]3[CH2:11]2)=[O:24])[NH:19][CH:20]=1. The reactants are [C:1]([O:5][C:6]([N:8]1[CH2:15][CH:14]2[CH:10]([CH2:11][NH:12][CH2:13]2)[CH2:9]1)=[O:7])([CH3:4])([CH3:3])[CH3:2].[N:16]1[N:17]=[C:18]([C:21]2[CH:29]=[CH:28][CH:27]=[CH:26][C:22]=2[C:23](O)=[O:24])[NH:19][CH:20]=1.CCN=C=NCCCN(C)C.Cl.C1C=CC2N(O)N=NC=2C=1. The catalyst is C(Cl)Cl.